Dataset: Reaction yield outcomes from USPTO patents with 853,638 reactions. Task: Predict the reaction yield, written as a fraction of the theoretical maximum amount of product (1.0 means a 100% yield; for example, 0.34 means a 34% yield). (1) The reactants are [O:1]=[C:2]1[CH:7]=[C:6]([C:8]2[CH:13]=[CH:12][C:11]([C:14]([F:17])([F:16])[F:15])=[CH:10][CH:9]=2)[CH:5]=[CH:4][N:3]1[C:18]1[CH:23]=[CH:22][C:21]2[C:24]3[CH2:25][N:26](C(OC(C)(C)C)=O)[CH2:27][CH2:28][CH2:29][C:30]=3[O:31][C:20]=2[CH:19]=1.Cl.C([O-])(O)=O.[Na+]. The catalyst is CO.CCOCC. The product is [CH2:25]1[C:24]2[C:21]3[CH:22]=[CH:23][C:18]([N:3]4[CH:4]=[CH:5][C:6]([C:8]5[CH:13]=[CH:12][C:11]([C:14]([F:17])([F:15])[F:16])=[CH:10][CH:9]=5)=[CH:7][C:2]4=[O:1])=[CH:19][C:20]=3[O:31][C:30]=2[CH2:29][CH2:28][CH2:27][NH:26]1. The yield is 0.880. (2) The reactants are [N+:1]([C:4]1[CH:9]=[CH:8][C:7]([CH2:10][CH2:11][CH2:12][CH2:13][OH:14])=[CH:6][CH:5]=1)([O-:3])=[O:2].S([O-])(O)(=O)=O.[Br:20][CH2:21][CH2:22][CH2:23][CH2:24][CH2:25][CH2:26]Br.[OH-].[Na+]. The catalyst is ClCCl. The product is [Br:20][CH2:21][CH2:22][CH2:23][CH2:24][CH2:25][CH2:26][O:14][CH2:13][CH2:12][CH2:11][CH2:10][C:7]1[CH:6]=[CH:5][C:4]([N+:1]([O-:3])=[O:2])=[CH:9][CH:8]=1. The yield is 0.200. (3) The product is [CH:9]1([NH:12][C:1](=[O:8])[C:2]#[C:3][CH2:4][CH2:5][CH3:6])[CH2:11][CH2:10]1. The catalyst is ClCCl. The reactants are [C:1]([OH:8])(=O)[C:2]#[C:3][CH2:4][CH2:5][CH3:6].[CH:9]1([NH2:12])[CH2:11][CH2:10]1.Cl.CN(C)CCCN=C=NCC.O.ON1C2C=CC=CC=2N=N1.Cl. The yield is 0.890. (4) The reactants are [Br:1][C:2]1[CH:7]=[CH:6][C:5]([F:8])=[C:4](I)[CH:3]=1.[CH3:10][NH:11][S:12]([C:15]1[CH:20]=[CH:19][C:18](B(O)O)=[CH:17][CH:16]=1)(=[O:14])=[O:13].C([O-])([O-])=O.[Na+].[Na+].[O-]S([O-])(=O)=O.[Na+].[Na+]. The catalyst is O1CCOCC1.CCOC(C)=O. The product is [Br:1][C:2]1[CH:7]=[CH:6][C:5]([F:8])=[C:4]([C:18]2[CH:17]=[CH:16][C:15]([S:12]([NH:11][CH3:10])(=[O:13])=[O:14])=[CH:20][CH:19]=2)[CH:3]=1. The yield is 0.670. (5) The reactants are [Cl:1][C:2]1[CH:10]=[CH:9][C:8]2[NH:7][C:6]3[CH2:11][CH2:12][N:13]([CH3:15])[CH2:14][C:5]=3[C:4]=2[CH:3]=1.[OH-].[K+].[CH:18]([C:20]1[CH:21]=[N:22][CH:23]=[N:24][CH:25]=1)=[CH2:19]. The catalyst is CN1CCCC1=O.O. The product is [Cl:1][C:2]1[CH:10]=[CH:9][C:8]2[N:7]([CH2:19][CH2:18][C:20]3[CH:21]=[N:22][CH:23]=[N:24][CH:25]=3)[C:6]3[CH2:11][CH2:12][N:13]([CH3:15])[CH2:14][C:5]=3[C:4]=2[CH:3]=1. The yield is 0.140. (6) The reactants are Cl[C:2]1[N:7]=[C:6]([CH3:8])[N:5]=[C:4]([N:9]([CH2:19][C:20]2[CH:25]=[CH:24][C:23]([O:26][CH3:27])=[CH:22][CH:21]=2)[CH2:10][C:11]2[CH:16]=[CH:15][C:14]([O:17][CH3:18])=[CH:13][CH:12]=2)[CH:3]=1.[C:28]([O:32][C:33]([N:35]1[CH2:40][CH2:39][N:38]([CH2:41][C:42]2[CH:43]=[C:44](B(O)O)[C:45]([F:48])=[N:46][CH:47]=2)[CH2:37][CH2:36]1)=[O:34])([CH3:31])([CH3:30])[CH3:29].C([O-])(=O)C.[K+]. The catalyst is C(O)C.O. The product is [CH3:18][O:17][C:14]1[CH:15]=[CH:16][C:11]([CH2:10][N:9]([CH2:19][C:20]2[CH:25]=[CH:24][C:23]([O:26][CH3:27])=[CH:22][CH:21]=2)[C:4]2[N:5]=[C:6]([CH3:8])[N:7]=[C:2]([C:44]3[CH:43]=[C:42]([CH2:41][N:38]4[CH2:39][CH2:40][N:35]([C:33]([O:32][C:28]([CH3:31])([CH3:30])[CH3:29])=[O:34])[CH2:36][CH2:37]4)[CH:47]=[N:46][C:45]=3[F:48])[CH:3]=2)=[CH:12][CH:13]=1. The yield is 0.424.